From a dataset of Reaction yield outcomes from USPTO patents with 853,638 reactions. Predict the reaction yield, written as a fraction of the theoretical maximum amount of product (1.0 means a 100% yield; for example, 0.34 means a 34% yield). (1) The reactants are [Br:1][C:2]1[CH:3]=[N:4][N:5]2[CH:10]=[CH:9][C:8]([C:11]([O:13]CC)=[O:12])=[N:7][C:6]=12.[OH-].[Na+].Cl. The catalyst is C1COCC1. The product is [Br:1][C:2]1[CH:3]=[N:4][N:5]2[CH:10]=[CH:9][C:8]([C:11]([OH:13])=[O:12])=[N:7][C:6]=12. The yield is 0.750. (2) The reactants are [CH3:1][O:2][CH2:3][CH2:4][N:5]([CH3:32])[C:6]1[CH:11]=[CH:10][C:9]([NH:12][C:13]2[N:14]=[C:15]([O:22][C:23]3[CH:28]=[CH:27][CH:26]=[C:25]([N+:29]([O-])=O)[CH:24]=3)[C:16]3[CH:21]=[CH:20][NH:19][C:17]=3[N:18]=2)=[CH:8][CH:7]=1.[H][H].NO. The catalyst is O=[Pt]=O. The product is [NH2:29][C:25]1[CH:24]=[C:23]([CH:28]=[CH:27][CH:26]=1)[O:22][C:15]1[C:16]2[CH:21]=[CH:20][NH:19][C:17]=2[N:18]=[C:13]([NH:12][C:9]2[CH:10]=[CH:11][C:6]([N:5]([CH2:4][CH2:3][O:2][CH3:1])[CH3:32])=[CH:7][CH:8]=2)[N:14]=1. The yield is 0.500. (3) The reactants are [CH3:1][N:2]([CH3:31])[C:3]1[N:8]=[C:7]([O:9][CH3:10])[C:6]([C:11]2[C:24]3[C:19](=[CH:20][C:21]([O:27][CH2:28][CH3:29])=[C:22]([O:25][CH3:26])[CH:23]=3)[C@@H:18]3[C@@H:13]([CH2:14][CH2:15][C@@H:16]([OH:30])[CH2:17]3)[N:12]=2)=[CH:5][N:4]=1.[C:32]([OH:41])(=[O:40])[C@@H:33]([C@H:35]([C:37]([OH:39])=[O:38])[OH:36])[OH:34]. The catalyst is CC(C)=O.C(O)(C)C. The product is [C:37]([C@@H:35]([C@H:33]([C:32]([OH:41])=[O:40])[OH:34])[OH:36])([OH:39])=[O:38].[CH3:31][N:2]([CH3:1])[C:3]1[N:8]=[C:7]([O:9][CH3:10])[C:6]([C:11]2[C:24]3[C:19](=[CH:20][C:21]([O:27][CH2:28][CH3:29])=[C:22]([O:25][CH3:26])[CH:23]=3)[C@@H:18]3[C@@H:13]([CH2:14][CH2:15][C@@H:16]([OH:30])[CH2:17]3)[N:12]=2)=[CH:5][N:4]=1. The yield is 0.740. (4) The reactants are [F:1][C:2]([F:9])([F:8])[C:3](=[CH2:7])[C:4]([OH:6])=[O:5].[C:10]([OH:13])(=[S:12])[CH3:11]. No catalyst specified. The product is [C:10]([S:12][CH2:7][CH:3]([C:2]([F:9])([F:8])[F:1])[C:4]([OH:6])=[O:5])(=[O:13])[CH3:11]. The yield is 0.840.